This data is from Reaction yield outcomes from USPTO patents with 853,638 reactions. The task is: Predict the reaction yield, written as a fraction of the theoretical maximum amount of product (1.0 means a 100% yield; for example, 0.34 means a 34% yield). (1) The reactants are [F:1][C:2]([F:18])([F:17])[CH:3]([C:5]1[CH:14]=[CH:13][C:12]2[C:7](=[CH:8][CH:9]=[C:10]([O:15][CH3:16])[CH:11]=2)[CH:6]=1)[OH:4].[CH3:19][S:20](Cl)(=[O:22])=[O:21]. The catalyst is C(Cl)Cl. The product is [CH3:19][S:20]([O:4][CH:3]([C:5]1[CH:14]=[CH:13][C:12]2[C:7](=[CH:8][CH:9]=[C:10]([O:15][CH3:16])[CH:11]=2)[CH:6]=1)[C:2]([F:17])([F:18])[F:1])(=[O:22])=[O:21]. The yield is 0.650. (2) The reactants are [C:1]([C:5]1[CH:24]=[CH:23][C:8]([CH2:9][CH:10]([CH:14]([C:16]2[CH:21]=[CH:20][C:19]([F:22])=[CH:18][CH:17]=2)[OH:15])C(O)=O)=[CH:7][CH:6]=1)([CH3:4])([CH3:3])[CH3:2].C([N:27]([CH2:30]C)CC)C.C1(P(N=[N+]=[N-])(C2C=CC=CC=2)=[O:39])C=CC=CC=1. The catalyst is O1CCCC1. The product is [C:1]([C:5]1[CH:24]=[CH:23][C:8]([CH2:9][CH:10]2[CH:14]([C:16]3[CH:17]=[CH:18][C:19]([F:22])=[CH:20][CH:21]=3)[O:15][C:30](=[O:39])[NH:27]2)=[CH:7][CH:6]=1)([CH3:2])([CH3:3])[CH3:4]. The yield is 0.790. (3) The reactants are [CH:1]1([C:4]2[C:13]3[C:8](=[CH:9][CH:10]=[CH:11][CH:12]=3)[C:7]([NH2:14])=[CH:6][CH:5]=2)[CH2:3][CH2:2]1.C(=O)(O)[O-].[Na+].[C:20](Cl)(Cl)=[S:21]. The catalyst is ClCCl. The product is [CH:1]1([C:4]2[C:13]3[C:8](=[CH:9][CH:10]=[CH:11][CH:12]=3)[C:7]([N:14]=[C:20]=[S:21])=[CH:6][CH:5]=2)[CH2:3][CH2:2]1. The yield is 0.990. (4) The reactants are [Br:1][C:2]1[C:3](Cl)=[N:4][CH:5]=[CH:6][C:7]=1[CH3:8].[CH2:10]([OH:12])[CH3:11].[H-].[Na+]. The catalyst is CN(C=O)C. The product is [Br:1][C:2]1[C:3]([O:12][CH2:10][CH3:11])=[N:4][CH:5]=[CH:6][C:7]=1[CH3:8]. The yield is 0.400. (5) The reactants are [I-:1].[Na+].Cl[C:4]1[CH:9]=[C:8](Cl)[N:7]=[C:6]([S:11][C:12]2[CH:17]=[CH:16][C:15]([NH:18][C:19](=[O:22])[CH2:20][CH3:21])=[CH:14][CH:13]=2)[N:5]=1.[IH:23]. No catalyst specified. The product is [I:1][C:4]1[CH:9]=[C:8]([I:23])[N:7]=[C:6]([S:11][C:12]2[CH:17]=[CH:16][C:15]([NH:18][C:19](=[O:22])[CH2:20][CH3:21])=[CH:14][CH:13]=2)[N:5]=1. The yield is 0.780.